The task is: Predict the product of the given reaction.. This data is from Forward reaction prediction with 1.9M reactions from USPTO patents (1976-2016). (1) Given the reactants [F:1][C:2]1[CH:3]=[CH:4][CH:5]=[C:6]2[C:10]=1[NH:9][C:8](=[O:11])[C:7]2=[O:12].I[CH2:14][CH3:15].C(=O)([O-])[O-].[K+].[K+], predict the reaction product. The product is: [CH2:14]([N:9]1[C:10]2[C:6](=[CH:5][CH:4]=[CH:3][C:2]=2[F:1])[C:7](=[O:12])[C:8]1=[O:11])[CH3:15]. (2) Given the reactants [CH2:1]([O:3][C:4](=[O:14])[CH2:5][C:6](=O)[CH2:7][O:8][C:9]([CH3:12])([CH3:11])[CH3:10])[CH3:2].COC(OC)[N:18]([CH3:20])C.O.[NH2:24]N.O, predict the reaction product. The product is: [CH2:1]([O:3][C:4]([C:5]1[C:6]([CH2:7][O:8][C:9]([CH3:12])([CH3:11])[CH3:10])=[N:24][NH:18][CH:20]=1)=[O:14])[CH3:2]. (3) Given the reactants [Cl:1][C:2]1[CH:7]=[C:6]([C:8]2[C:16]3[C:11](=[N:12][CH:13]=[CH:14][CH:15]=3)[N:10](S(C3C=CC=CC=3)(=O)=[O:18])[CH:9]=2)[N:5]=[C:4]([NH:26][CH:27]2[CH2:32][CH2:31][CH2:30][CH:29]([NH2:33])[CH2:28]2)[N:3]=1.[C:34]1(=[O:38])[CH2:37][CH2:36][CH2:35]1.[BH3-]C#N.[Na+], predict the reaction product. The product is: [C:34]([O-:38])(=[O:18])[CH3:37].[NH4+:3].[Cl:1][C:2]1[CH:7]=[C:6]([C:8]2[C:16]3[C:11](=[N:12][CH:13]=[CH:14][CH:15]=3)[NH:10][CH:9]=2)[N:5]=[C:4]([NH:26][CH:27]2[CH2:32][CH2:31][CH2:30][CH:29]([NH:33][CH:34]3[CH2:37][CH2:36][CH2:35]3)[CH2:28]2)[N:3]=1. (4) Given the reactants FC1C=CC=C(OC)C=1[C:10]1[CH:15]=[CH:14][N:13]=[CH:12][C:11]=1[N:16](CC(F)(F)F)C(=O)C1C=C(C(F)(F)F)C=C(S(C)(=O)=O)C=1.[F:38][C:39]([F:51])([F:50])[O:40][C:41]1[CH:46]=[CH:45][CH:44]=[CH:43][C:42]=1B(O)O.[C:52]([O-:55])([O-])=[O:53].[Na+].[Na+].C1(P([C:71]2[CH:76]=[CH:75]C=CC=2)C2C=CC=CC=2)C=CC=CC=1.[C:77]([O-])(O)=O.[Na+], predict the reaction product. The product is: [C:76]([O:55][C:52](=[O:53])[NH:16][C:11]1[CH:12]=[N:13][CH:14]=[CH:15][C:10]=1[C:42]1[CH:43]=[CH:44][CH:45]=[CH:46][C:41]=1[O:40][C:39]([F:51])([F:50])[F:38])([CH3:75])([CH3:71])[CH3:77]. (5) Given the reactants [O:1]1[C:9]2[CH:8]=[CH:7][N:6]=[C:5]([O:10][C:11]3[CH:12]=[CH:13][C:14](B4OC(C)(C)C(C)(C)O4)=[C:15]([CH:17]=3)[NH2:16])[C:4]=2[CH:3]=[CH:2]1.O.O.O.P([O-])([O-])([O-])=O.[K+].[K+].[K+].Br[C:39]1[N:44]2[CH:45]=[CH:46][N:47]=[C:43]2[CH:42]=[CH:41][CH:40]=1, predict the reaction product. The product is: [O:1]1[C:9]2[CH:8]=[CH:7][N:6]=[C:5]([O:10][C:11]3[CH:12]=[CH:13][C:14]([C:39]4[N:44]5[CH:45]=[CH:46][N:47]=[C:43]5[CH:42]=[CH:41][CH:40]=4)=[C:15]([CH:17]=3)[NH2:16])[C:4]=2[CH:3]=[CH:2]1. (6) Given the reactants [N:1]([O-:3])=O.[Na+].[CH3:5][CH2:6][O:7][C:8]([CH2:10][C:11]([C:13]1[CH:18]=[CH:17][CH:16]=[CH:15][CH:14]=1)=[O:12])=[O:9], predict the reaction product. The product is: [CH2:6]([O:7][C:8](=[O:9])[C:10](=[N:1][OH:3])[C:11](=[O:12])[C:13]1[CH:14]=[CH:15][CH:16]=[CH:17][CH:18]=1)[CH3:5].